This data is from Experimentally validated miRNA-target interactions with 360,000+ pairs, plus equal number of negative samples. The task is: Binary Classification. Given a miRNA mature sequence and a target amino acid sequence, predict their likelihood of interaction. (1) The miRNA is hsa-miR-548ab with sequence AAAAGUAAUUGUGGAUUUUGCU. The protein sequence of the target gene is MGVEGCTKCIKYLLFVFNFVFWLAGGVILGVALWLRHDPQTTSLLYLELGNKPAPNTFYVGIYILIAVGAVMMFVGFLGCYGAIQESQCLLGTFFTCLVILFACEVAAGIWGFVNKDQIAKDVKQFYDQALQQAVMDDDANNAKAVVKTFHETLNCCGSNALTTLTTTILRNSLCPSGGNILTPLLQQDCHQKIDELFSGKLYLIGIAAIVVAVIMIFEMILSMVLCCGIRNSSVY. Result: 0 (no interaction). (2) The protein sequence of the target gene is MRANCSSSSACPANSSEEELPVGLEVHGNLELVFTVVSTVMMGLLMFSLGCSVEIRKLWSHIRRPWGIAVGLLCQFGLMPFTAYLLAISFSLKPVQAIAVLIMGCCPGGTISNIFTFWVDGDMDLSISMTTCSTVAALGMMPLCIYLYTWSWSLQQNLTIPYQNIGITLVCLTIPVAFGVYVNYRWPKQSKIILKIGAVVGGVLLLVVAVAGVVLAKGSWNSDITLLTISFIFPLIGHVTGFLLALFTHQSWQRCRTISLETGAQNIQMCITMLQLSFTAEHLVQMLSFPLAYGLFQLID.... The miRNA is hsa-miR-193a-3p with sequence AACUGGCCUACAAAGUCCCAGU. Result: 1 (interaction). (3) The miRNA is mmu-miR-1a-3p with sequence UGGAAUGUAAAGAAGUAUGUAU. The protein sequence of the target gene is MPQLSQDNQECLQKHFSRPSIWTQFLPLFRAQRYNTDIHQITENEGDLRAVPDIKSFPPAQLPDSPAAPKLFGLLSSPLSSLARFFSHLLRRPPPEAPRRRLDFSPLLPALPAARLSRGHEELPGRLSLLLGAALALPGRPSGGRPLRPPHPVAKPREEDATAGQSSPMPQMGSERMEMRKRQMPAAQDTPGAAPGQPGAGSRGSNACCFCWCCCCSCSCLTVRNQEDQRPTIASHELRADLPTWEESPAPTLEEVNAWAQSFDKLMVTPAGRNAFREFLRTEFSEENMLFWMACEELKK.... Result: 0 (no interaction).